Dataset: Full USPTO retrosynthesis dataset with 1.9M reactions from patents (1976-2016). Task: Predict the reactants needed to synthesize the given product. Given the product [C:15]([C:14]1[CH:13]=[C:12]([CH2:11][C:9]2[N:10]=[C:5]3[S:4][C:3]([CH3:21])=[C:2]([C:31]([O:33][CH2:34][CH3:35])=[O:32])[N:6]3[C:7](=[O:20])[CH:8]=2)[CH:19]=[CH:18][CH:17]=1)#[N:16], predict the reactants needed to synthesize it. The reactants are: Br[C:2]1[N:6]2[C:7](=[O:20])[CH:8]=[C:9]([CH2:11][C:12]3[CH:13]=[C:14]([CH:17]=[CH:18][CH:19]=3)[C:15]#[N:16])[N:10]=[C:5]2[S:4][C:3]=1[CH3:21].CC1(C)OB(C2CC2[C:31]([O:33][CH2:34][CH3:35])=[O:32])OC1(C)C.C(=O)([O-])[O-].[K+].[K+].